From a dataset of Full USPTO retrosynthesis dataset with 1.9M reactions from patents (1976-2016). Predict the reactants needed to synthesize the given product. (1) Given the product [OH:36][C@@H:37]([CH2:42][CH2:43][S:44]([CH3:47])(=[O:46])=[O:45])[C:38]([O:40][CH3:41])=[O:39], predict the reactants needed to synthesize it. The reactants are: [F-].C([N+](CCCC)(CCCC)CCCC)CCC.[Si]([O:36][C@@H:37]([CH2:42][CH2:43][S:44]([CH3:47])(=[O:46])=[O:45])[C:38]([O:40][CH3:41])=[O:39])(C(C)(C)C)(C1C=CC=CC=1)C1C=CC=CC=1. (2) Given the product [NH:1]1[C:9]2[C:4](=[CH:5][C:6]([C:10]3[CH:11]=[N:12][C:13]([N:16]4[CH:22]5[CH2:21][CH2:20][N+:19]([O-:25])([CH2:24][CH2:23]5)[CH2:18][CH2:17]4)=[N:14][CH:15]=3)=[CH:7][CH:8]=2)[CH:3]=[CH:2]1, predict the reactants needed to synthesize it. The reactants are: [NH:1]1[C:9]2[C:4](=[CH:5][C:6]([C:10]3[CH:11]=[N:12][C:13]([N:16]4[CH:22]5[CH2:23][CH2:24][N:19]([CH2:20][CH2:21]5)[CH2:18][CH2:17]4)=[N:14][CH:15]=3)=[CH:7][CH:8]=2)[CH:3]=[CH:2]1.[OH:25]O. (3) Given the product [CH3:1][N:2]([CH3:20])[C:3]([C:5]1[N:14]([CH:15]2[CH2:19][CH2:18][CH2:17][CH2:16]2)[C:8]2[N:9]=[C:10]([NH:43][C:40]3[CH:41]=[CH:42][C:37]([C:35](=[O:36])[NH:34][CH:31]4[CH2:32][CH2:33][NH:28][CH2:29][CH2:30]4)=[CH:38][N:39]=3)[N:11]=[CH:12][C:7]=2[CH:6]=1)=[O:4], predict the reactants needed to synthesize it. The reactants are: [CH3:1][N:2]([CH3:20])[C:3]([C:5]1[N:14]([CH:15]2[CH2:19][CH2:18][CH2:17][CH2:16]2)[C:8]2[N:9]=[C:10](Cl)[N:11]=[CH:12][C:7]=2[CH:6]=1)=[O:4].C(OC([N:28]1[CH2:33][CH2:32][CH:31]([NH:34][C:35]([C:37]2[CH:38]=[N:39][C:40]([NH2:43])=[CH:41][CH:42]=2)=[O:36])[CH2:30][CH2:29]1)=O)(C)(C)C.CCCC[N+](CCCC)(CCCC)CCCC.[F-]. (4) Given the product [Br-:1].[CH2:5]([N+:7]1[CH:11]=[CH:10][N:9]([CH2:2][CH2:3][OH:4])[CH:8]=1)[CH3:6], predict the reactants needed to synthesize it. The reactants are: [Br:1][CH2:2][CH2:3][OH:4].[CH2:5]([N:7]1[CH:11]=[CH:10][N:9]=[CH:8]1)[CH3:6]. (5) Given the product [Br:1][C:2]1[CH:7]=[CH:6][CH:5]=[CH:4][C:3]=1[S:8][CH:16]=[CH:17][O:18][CH2:19][CH3:20], predict the reactants needed to synthesize it. The reactants are: [Br:1][C:2]1[CH:7]=[CH:6][CH:5]=[CH:4][C:3]=1[SH:8].C(=O)([O-])[O-].[K+].[K+].Br[CH2:16][CH:17](OCC)[O:18][CH2:19][CH3:20].O. (6) Given the product [Br:36][C:19]1[C:13]2[C:14](=[CH:15][N:16]=[C:11]([C:4]3[C:5]([CH2:9][CH3:10])=[CH:6][CH:7]=[CH:8][C:3]=3[CH2:1][CH3:2])[CH:12]=2)[N:17]([C:20]2[CH:25]=[CH:24][C:23]([CH:26]([CH3:28])[CH3:27])=[CH:22][CH:21]=2)[CH:18]=1, predict the reactants needed to synthesize it. The reactants are: [CH2:1]([C:3]1[CH:8]=[CH:7][CH:6]=[C:5]([CH2:9][CH3:10])[C:4]=1[C:11]1[CH:12]=[C:13]2[CH:19]=[CH:18][N:17]([C:20]3[CH:25]=[CH:24][C:23]([CH:26]([CH3:28])[CH3:27])=[CH:22][CH:21]=3)[C:14]2=[CH:15][N:16]=1)[CH3:2].C1C(=O)N([Br:36])C(=O)C1. (7) Given the product [CH2:1]([O:3][C:4]([C:6]1[C:10]([CH2:11][N:12]([C:44]([O:46][C:47]([CH3:50])([CH3:49])[CH3:48])=[O:45])[CH2:13][CH2:14][C:15]([O:17][CH2:18][CH3:19])=[O:16])=[C:9]([C:20]2[CH:25]=[CH:24][C:23]([C:26]([F:29])([F:27])[F:28])=[CH:22][CH:21]=2)[N:8]([C:30]2[CH:35]=[CH:34][CH:33]=[CH:32][C:31]=2[Cl:36])[N:7]=1)=[O:5])[CH3:2], predict the reactants needed to synthesize it. The reactants are: [CH2:1]([O:3][C:4]([C:6]1[C:10]([CH2:11][NH:12][CH2:13][CH2:14][C:15]([O:17][CH2:18][CH3:19])=[O:16])=[C:9]([C:20]2[CH:25]=[CH:24][C:23]([C:26]([F:29])([F:28])[F:27])=[CH:22][CH:21]=2)[N:8]([C:30]2[CH:35]=[CH:34][CH:33]=[CH:32][C:31]=2[Cl:36])[N:7]=1)=[O:5])[CH3:2].C(N(CC)CC)C.[C:44](O[C:44]([O:46][C:47]([CH3:50])([CH3:49])[CH3:48])=[O:45])([O:46][C:47]([CH3:50])([CH3:49])[CH3:48])=[O:45]. (8) Given the product [ClH:36].[N:28]1([C:34]([O:21][C:15]2[CH:16]=[CH:17][C:18]([F:20])=[CH:19][C:14]=2/[CH:13]=[C:9]2\[C:10](=[O:12])[N:11]=[C:7]([N:1]3[CH2:6][CH2:5][CH2:4][CH2:3][NH:2]3)[S:8]\2)=[O:35])[CH2:33][CH2:32][CH2:31][CH2:30][CH2:29]1, predict the reactants needed to synthesize it. The reactants are: [N:1]1([C:7]2[S:8]/[C:9](=[CH:13]\[C:14]3[CH:19]=[C:18]([F:20])[CH:17]=[CH:16][C:15]=3[OH:21])/[C:10](=[O:12])[N:11]=2)[CH2:6][CH2:5][CH2:4][CH2:3][NH:2]1.C(=O)([O-])[O-].[K+].[K+].[N:28]1([C:34]([Cl:36])=[O:35])[CH2:33][CH2:32][CH2:31][CH2:30][CH2:29]1. (9) Given the product [CH2:23]([O:22][C:20]([C:19]1[C:18](=[O:25])[N:12]([CH2:13][CH2:14][CH:15]([CH3:16])[CH3:17])[N:6]2[CH:7]=[C:8]([C:10]#[N:11])[CH:9]=[C:5]2[C:3]=1[OH:4])=[O:21])[CH3:24], predict the reactants needed to synthesize it. The reactants are: CO[C:3]([C:5]1[N:6]([N:12]([C:18](=[O:25])[CH2:19][C:20]([O:22][CH2:23][CH3:24])=[O:21])[CH2:13][CH2:14][CH:15]([CH3:17])[CH3:16])[CH:7]=[C:8]([C:10]#[N:11])[CH:9]=1)=[O:4].[O-]CC.[Na+].